From a dataset of Reaction yield outcomes from USPTO patents with 853,638 reactions. Predict the reaction yield, written as a fraction of the theoretical maximum amount of product (1.0 means a 100% yield; for example, 0.34 means a 34% yield). (1) The reactants are Br[C:2]1[CH:3]=[C:4]([NH:10][C:11]2[CH:15]=[C:14]([CH2:16][O:17][CH3:18])[N:13]([CH3:19])[N:12]=2)[C:5](=[O:9])[N:6]([CH3:8])[CH:7]=1.[C:20]([O:23][CH2:24][C:25]1[C:30](B2OC(C)(C)C(C)(C)O2)=[CH:29][CH:28]=[CH:27][C:26]=1[N:40]1[CH2:45][CH2:44][C:43]2[C:46]3[CH2:52][CH2:51][CH2:50][CH2:49][C:47]=3[S:48][C:42]=2[C:41]1=[O:53])(=[O:22])[CH3:21]. No catalyst specified. The product is [C:20]([O:23][CH2:24][C:25]1[C:26]([N:40]2[C:41](=[O:53])[C:42]3[S:48][C:47]4[CH2:49][CH2:50][CH2:51][CH2:52][C:46]=4[C:43]=3[CH2:44][CH2:45]2)=[CH:27][CH:28]=[CH:29][C:30]=1[C:2]1[CH:3]=[C:4]([NH:10][C:11]2[CH:15]=[C:14]([CH2:16][O:17][CH3:18])[N:13]([CH3:19])[N:12]=2)[C:5](=[O:9])[N:6]([CH3:8])[CH:7]=1)(=[O:22])[CH3:21]. The yield is 0.700. (2) The reactants are Cl[C:2]1[N:3]=[C:4](Cl)[C:5]2[CH:10]=[CH:9][NH:8][C:6]=2[N:7]=1.C([N:15]([CH:18]([CH3:20])C)[CH2:16][CH3:17])(C)C.[NH:21]1[CH2:26][CH2:25][O:24][CH2:23][CH2:22]1.CN1C(=[O:33])CCC1. The catalyst is C(OCC)(=O)C. The product is [N:21]1([C:2]2[N:3]=[C:4]([N:15]3[CH2:16][CH2:17][O:33][CH2:20][CH2:18]3)[C:5]3[CH:10]=[CH:9][NH:8][C:6]=3[N:7]=2)[CH2:26][CH2:25][O:24][CH2:23][CH2:22]1. The yield is 0.820. (3) The reactants are Br[CH2:2][C:3]1[CH:8]=[CH:7][CH:6]=[CH:5][C:4]=1[C:9]1[CH:14]=[CH:13][CH:12]=[CH:11][CH:10]=1.[N-:15]=[N+:16]=[N-:17].[Na+].[I-].[Na+]. The catalyst is CS(C)=O. The product is [C:4]1([C:9]2[CH:14]=[CH:13][CH:12]=[CH:11][CH:10]=2)[CH:5]=[CH:6][CH:7]=[CH:8][C:3]=1[CH2:2][N:15]=[N+:16]=[N-:17]. The yield is 0.870. (4) The reactants are [F:1][C:2]1[CH:7]=[CH:6][C:5]([OH:8])=[CH:4][CH:3]=1.C([O-])([O-])=O.[K+].[K+].Br[CH2:16][CH:17]=[CH2:18]. The catalyst is CC(C)=O. The product is [CH2:18]([O:8][C:5]1[CH:6]=[CH:7][C:2]([F:1])=[CH:3][CH:4]=1)[CH:17]=[CH2:16]. The yield is 0.990. (5) The reactants are [F:1][C:2]([F:29])([F:28])[C:3]1[CH:4]=[C:5]([NH:13][C:14](=[O:27])[C:15]2[CH:20]=[C:19]([S:21](=[O:24])(=[O:23])[NH2:22])[CH:18]=[CH:17][C:16]=2[O:25][CH3:26])[CH:6]=[C:7]([C:9]([F:12])([F:11])[F:10])[CH:8]=1.CO[CH:32]1[CH2:36][CH2:35][CH:34](OC)O1.C(O)(=O)C. The catalyst is O. The product is [F:29][C:2]([F:1])([F:28])[C:3]1[CH:4]=[C:5]([NH:13][C:14](=[O:27])[C:15]2[CH:20]=[C:19]([S:21]([N:22]3[CH:32]=[CH:36][CH:35]=[CH:34]3)(=[O:23])=[O:24])[CH:18]=[CH:17][C:16]=2[O:25][CH3:26])[CH:6]=[C:7]([C:9]([F:12])([F:10])[F:11])[CH:8]=1. The yield is 0.886. (6) The reactants are [C:1]([C:5]1[CH:6]=[CH:7][C:8]2[O:13][CH2:12][C:11](=[O:14])[N:10]([CH2:15][CH2:16][CH2:17]Cl)[C:9]=2[CH:19]=1)([CH3:4])([CH3:3])[CH3:2].C([O-])([O-])=O.[K+].[K+].[Na+].[I-].[CH2:28]([CH:32]1[CH2:37][CH2:36][NH:35][CH2:34][CH2:33]1)[CH2:29][CH2:30][CH3:31]. The catalyst is CCCCCCC.CCOC(C)=O. The product is [C:1]([C:5]1[CH:6]=[CH:7][C:8]2[O:13][CH2:12][C:11](=[O:14])[N:10]([CH2:15][CH2:16][CH2:17][N:35]3[CH2:36][CH2:37][CH:32]([CH2:28][CH2:29][CH2:30][CH3:31])[CH2:33][CH2:34]3)[C:9]=2[CH:19]=1)([CH3:4])([CH3:3])[CH3:2]. The yield is 0.870. (7) The reactants are [CH3:1][CH:2]([CH2:13][N+:14]([O-])=O)[CH2:3][C:4]([C:7]1[CH:8]=[N:9][CH:10]=[CH:11][CH:12]=1)([OH:6])[CH3:5]. The catalyst is CCO. The product is [NH2:14][CH2:13][CH:2]([CH3:1])[CH2:3][C:4]([C:7]1[CH:8]=[N:9][CH:10]=[CH:11][CH:12]=1)([OH:6])[CH3:5]. The yield is 0.840. (8) The reactants are [NH2:1][C:2]1[CH:3]=[C:4]2[C:9](=[CH:10][CH:11]=1)[N:8]=[CH:7][C:6]([C:12]#[N:13])=[C:5]2[NH:14][C:15]1[CH:20]=[CH:19][C:18]([F:21])=[C:17]([Cl:22])[CH:16]=1.[NH:23]1[CH:27]=[CH:26][C:25]([CH:28]=O)=[N:24]1.[BH3-]C#N.[Na+]. The product is [Cl:22][C:17]1[CH:16]=[C:15]([NH:14][C:5]2[C:4]3[C:9](=[CH:10][CH:11]=[C:2]([NH:1][CH2:28][C:25]4[CH:26]=[CH:27][NH:23][N:24]=4)[CH:3]=3)[N:8]=[CH:7][C:6]=2[C:12]#[N:13])[CH:20]=[CH:19][C:18]=1[F:21]. The catalyst is CCO. The yield is 0.470.